From a dataset of Forward reaction prediction with 1.9M reactions from USPTO patents (1976-2016). Predict the product of the given reaction. (1) Given the reactants [N:1]1[CH:6]=[CH:5][CH:4]=[C:3]([NH2:7])[C:2]=1[NH2:8].[CH2:9]([O:16][C:17]1[CH:18]=[CH:19][C:20]([O:26][CH:27]([CH3:29])[CH3:28])=[C:21]([CH:25]=1)[C:22](O)=O)[C:10]1[CH:15]=[CH:14][CH:13]=[CH:12][CH:11]=1.O.ON1C2C=CC=CC=2N=N1.Cl.C(N=C=NCCCN(C)C)C, predict the reaction product. The product is: [CH2:9]([O:16][C:17]1[CH:18]=[CH:19][C:20]([O:26][CH:27]([CH3:29])[CH3:28])=[C:21]([C:22]2[NH:8][C:2]3=[N:1][CH:6]=[CH:5][CH:4]=[C:3]3[N:7]=2)[CH:25]=1)[C:10]1[CH:11]=[CH:12][CH:13]=[CH:14][CH:15]=1. (2) Given the reactants Cl[C:2]1[C:11]2[C:6](=[CH:7][C:8]([O:14][CH2:15][CH2:16][CH2:17][N:18]3[CH2:22][CH2:21][CH2:20][CH2:19]3)=[C:9]([O:12][CH3:13])[CH:10]=2)[N:5]=[CH:4][N:3]=1.[OH:23][C:24]1[CH:32]=[C:31]2[C:27]([CH:28]=[C:29]([CH3:33])[NH:30]2)=[CH:26][CH:25]=1, predict the reaction product. The product is: [CH3:13][O:12][C:9]1[CH:10]=[C:11]2[C:6](=[CH:7][C:8]=1[O:14][CH2:15][CH2:16][CH2:17][N:18]1[CH2:22][CH2:21][CH2:20][CH2:19]1)[N:5]=[CH:4][N:3]=[C:2]2[O:23][C:24]1[CH:32]=[C:31]2[C:27]([CH:28]=[C:29]([CH3:33])[NH:30]2)=[CH:26][CH:25]=1. (3) Given the reactants Cl[C:2]1[CH:11]=[CH:10][C:9]2[C:4](=[C:5]([C:12]3[NH:20][C:19]4[CH2:18][CH2:17][NH:16][C:15](=[O:21])[C:14]=4[CH:13]=3)[CH:6]=[CH:7][CH:8]=2)[N:3]=1.[N:22]1[CH:27]=[CH:26][CH:25]=[CH:24][C:23]=1[NH2:28].CC(C1C=C(C(C)C)C(C2C(P(C3CCCCC3)C3CCCCC3)=C(OC)C=CC=2OC)=C(C(C)C)C=1)C.[Li+].C[Si]([N-][Si](C)(C)C)(C)C, predict the reaction product. The product is: [N:22]1[CH:27]=[CH:26][CH:25]=[CH:24][C:23]=1[NH:28][C:2]1[CH:11]=[CH:10][C:9]2[C:4](=[C:5]([C:12]3[NH:20][C:19]4[CH2:18][CH2:17][NH:16][C:15](=[O:21])[C:14]=4[CH:13]=3)[CH:6]=[CH:7][CH:8]=2)[N:3]=1. (4) Given the reactants C1(C)C=CC(S([O:10][CH2:11][C@H:12]2[CH2:15][C@@H:14]([C:16]3[N:20]4[CH:21]=[CH:22][N:23]=[C:24]([Cl:25])[C:19]4=[CH:18][N:17]=3)[CH2:13]2)(=O)=O)=CC=1.C1(C)C=CC(S([O:36][CH2:37][C@H:38]2[CH2:41][C@H:40]([C:42]3[N:46]4[CH:47]=[CH:48][N:49]=[C:50]([Cl:51])[C:45]4=[CH:44][N:43]=3)[CH2:39]2)(=O)=O)=CC=1.[C:53]([Si:57](Cl)([CH3:59])[CH3:58])([CH3:56])([CH3:55])[CH3:54], predict the reaction product. The product is: [Si:57]([O:10][CH2:11][C@@H:12]1[CH2:13][C@H:14]([C:16]2[N:20]3[CH:21]=[CH:22][N:23]=[C:24]([Cl:25])[C:19]3=[CH:18][N:17]=2)[CH2:15]1)([C:53]([CH3:56])([CH3:55])[CH3:54])([CH3:59])[CH3:58].[Si:57]([O:36][CH2:37][C@H:38]1[CH2:39][C@H:40]([C:42]2[N:46]3[CH:47]=[CH:48][N:49]=[C:50]([Cl:51])[C:45]3=[CH:44][N:43]=2)[CH2:41]1)([C:53]([CH3:56])([CH3:55])[CH3:54])([CH3:59])[CH3:58]. (5) Given the reactants N1CCOCC1.[CH:7]1([CH:12]([C:16](O)=O)[C:13]([OH:15])=[O:14])[CH2:11][CH2:10][CH2:9][CH2:8]1.C=O.C(=O)([O-])O.[Na+], predict the reaction product. The product is: [CH:7]1([C:12](=[CH2:16])[C:13]([OH:15])=[O:14])[CH2:11][CH2:10][CH2:9][CH2:8]1.